This data is from Microsomal clearance measurements from AstraZeneca. The task is: Regression/Classification. Given a drug SMILES string, predict its absorption, distribution, metabolism, or excretion properties. Task type varies by dataset: regression for continuous measurements (e.g., permeability, clearance, half-life) or binary classification for categorical outcomes (e.g., BBB penetration, CYP inhibition). For this dataset (clearance_microsome_az), we predict log10(clearance) (log10 of the in vitro intrinsic clearance, CLint, in uL/min per mg of human liver microsomal protein, equivalently mL/min/g; values are censored to the assay range of 3 to 150, which is 0.477 to 2.18 on this log10 scale). (1) The compound is O=C(CC12CC3CC(CC(C3)C1)C2)Nc1c(Cl)ccc2nc(CN3CCN(CCO)CC3)ccc12. The log10(clearance) is 1.90. (2) The compound is COc1ccccc1C(=O)Nc1ccc(Cc2ccncc2)cc1. The log10(clearance) is 0.850. (3) The molecule is CS(=O)(=O)c1ccc([C@@H](O)[C@@H](CF)NC(=O)C(Cl)Cl)cc1. The log10(clearance) is 0.940. (4) The compound is N#CC1(NC(=O)[C@@H]2CCCC[C@H]2C(=O)N2CCc3[nH]c4ncccc4c3C2)CC1. The log10(clearance) is 0.850. (5) The drug is C[C@@](C(=O)O[C@H]1C[N+]2(CCOc3ccc(Cl)cc3)CCC1CC2)(c1ccccc1)N1CCCCC1. The log10(clearance) is 2.00. (6) The molecule is Cc1ccc(NC(=O)[C@H]2CCCN2S(=O)(=O)c2cccc3cccnc23)c(C)c1. The log10(clearance) is 2.18.